Dataset: Reaction yield outcomes from USPTO patents with 853,638 reactions. Task: Predict the reaction yield, written as a fraction of the theoretical maximum amount of product (1.0 means a 100% yield; for example, 0.34 means a 34% yield). (1) The reactants are [C:1]1([OH:7])[CH:6]=[CH:5][CH:4]=[CH:3][CH:2]=1.[H-].[Na+].[Br:10][C:11]1[CH:12]=[C:13]([O:25][C:26]2[CH:31]=[CH:30][CH:29]=[CH:28][CH:27]=2)[C:14]([NH:17][C:18]2[S:19][CH:20]=[C:21]([CH2:23]Cl)[N:22]=2)=[N:15][CH:16]=1. The yield is 0.204. The product is [Br:10][C:11]1[CH:12]=[C:13]([O:25][C:26]2[CH:27]=[CH:28][CH:29]=[CH:30][CH:31]=2)[C:14]([NH:17][C:18]2[S:19][CH:20]=[C:21]([CH2:23][O:7][C:1]3[CH:6]=[CH:5][CH:4]=[CH:3][CH:2]=3)[N:22]=2)=[N:15][CH:16]=1. The catalyst is C1COCC1. (2) The reactants are [S:1]1[C:5]2[CH:6]=[CH:7][CH:8]=[CH:9][C:4]=2[N:3]=[C:2]1[CH:10]([C:12]1[CH:17]=[CH:16][CH:15]=[CH:14][C:13]=1[O:18][CH2:19][O:20][CH3:21])[OH:11]. The catalyst is ClCCl.[O-2].[O-2].[Mn+4]. The product is [S:1]1[C:5]2[CH:6]=[CH:7][CH:8]=[CH:9][C:4]=2[N:3]=[C:2]1[C:10]([C:12]1[CH:17]=[CH:16][CH:15]=[CH:14][C:13]=1[O:18][CH2:19][O:20][CH3:21])=[O:11]. The yield is 0.980. (3) The yield is 0.0900. The reactants are Br[C:2]1[C:10]2[C:5](=[CH:6][CH:7]=[C:8]([N+:11]([O-:13])=[O:12])[CH:9]=2)[NH:4][CH:3]=1.[C:14]1(B(O)O)[CH:19]=[CH:18][CH:17]=[CH:16][CH:15]=1.C1(P(C2C=CC=CC=2)C2C=CC=CC=2)C=CC=CC=1.C(=O)([O-])[O-].[Na+].[Na+]. The catalyst is C(COC)OC.Cl.C([O-])(=O)C.[Pd+2].C([O-])(=O)C. The product is [C:14]1([C:2]2[C:10]3[C:5](=[CH:6][CH:7]=[C:8]([N+:11]([O-:13])=[O:12])[CH:9]=3)[NH:4][CH:3]=2)[CH:19]=[CH:18][CH:17]=[CH:16][CH:15]=1. (4) The reactants are [Cl:1][C:2]1[CH:3]=[C:4]([OH:9])[CH:5]=[CH:6][C:7]=1[Cl:8].Br[CH2:11][C:12]1[CH:22]=[CH:21][C:15]([C:16]([O:18][CH2:19][CH3:20])=[O:17])=[CH:14][CH:13]=1.C(=O)([O-])[O-].[K+].[K+]. The catalyst is CN(C)C=O.C(OCC)(=O)C. The product is [Cl:1][C:2]1[CH:3]=[C:4]([CH:5]=[CH:6][C:7]=1[Cl:8])[O:9][CH2:11][C:12]1[CH:22]=[CH:21][C:15]([C:16]([O:18][CH2:19][CH3:20])=[O:17])=[CH:14][CH:13]=1. The yield is 0.660. (5) The reactants are [N:1]([CH2:4][CH2:5][NH:6][C:7]1[C:8]([C:12]2[N:16]([CH2:17][C:18]3[O:19][CH:20]=[C:21]([Br:23])[CH:22]=3)[C:15](=[O:24])[O:14][N:13]=2)=[N:9][O:10][N:11]=1)=[N+]=[N-].[I-:25].[Na+].Cl[Si](C)(C)C.S([O-])([O-])(=O)=S.[Na+].[Na+]. The catalyst is CO.O. The product is [IH:25].[NH2:1][CH2:4][CH2:5][NH:6][C:7]1[C:8]([C:12]2[N:16]([CH2:17][C:18]3[O:19][CH:20]=[C:21]([Br:23])[CH:22]=3)[C:15](=[O:24])[O:14][N:13]=2)=[N:9][O:10][N:11]=1. The yield is 0.600. (6) The reactants are [C:1]1([S:7]([CH2:10][C:11]#[N:12])(=[O:9])=[O:8])[CH:6]=[CH:5][CH:4]=[CH:3][CH:2]=1.[H-].[Na+].Br[C:16]1[CH:17]=[C:18]([CH3:32])[C:19]([C:22]2[CH:27]=[CH:26][C:25]([C:28]([CH3:31])([CH3:30])[CH3:29])=[CH:24][CH:23]=2)=[N:20][CH:21]=1.[Cl-].[NH4+]. The catalyst is COCCOC.C1C=CC([P]([Pd]([P](C2C=CC=CC=2)(C2C=CC=CC=2)C2C=CC=CC=2)([P](C2C=CC=CC=2)(C2C=CC=CC=2)C2C=CC=CC=2)[P](C2C=CC=CC=2)(C2C=CC=CC=2)C2C=CC=CC=2)(C2C=CC=CC=2)C2C=CC=CC=2)=CC=1. The product is [C:28]([C:25]1[CH:26]=[CH:27][C:22]([C:19]2[N:20]=[CH:21][C:16]([CH:10]([S:7]([C:1]3[CH:2]=[CH:3][CH:4]=[CH:5][CH:6]=3)(=[O:8])=[O:9])[C:11]#[N:12])=[CH:17][C:18]=2[CH3:32])=[CH:23][CH:24]=1)([CH3:31])([CH3:30])[CH3:29]. The yield is 0.940. (7) The product is [CH3:1][C:2]1[CH:7]=[C:6]([CH3:8])[N:5]=[C:4]2[S:9][N:10]=[C:11]([O:12][CH2:13][C:14]([N:17]3[CH2:22][CH2:21][O:20][CH2:19][CH2:18]3)=[O:16])[C:3]=12. The reactants are [CH3:1][C:2]1[CH:7]=[C:6]([CH3:8])[N:5]=[C:4]2[S:9][N:10]=[C:11]([O:12][CH2:13][C:14]([OH:16])=O)[C:3]=12.[NH:17]1[CH2:22][CH2:21][O:20][CH2:19][CH2:18]1.CCN=C=NCCCN(C)C.CCN(C(C)C)C(C)C. The catalyst is CN(C1C=CN=CC=1)C. The yield is 0.820. (8) The product is [N+:1]([C:4]1[CH:13]=[CH:12][C:7](/[CH:8]=[CH:9]/[C:10]2[S:21][C:16]3[CH:17]=[CH:18][CH:19]=[CH:20][C:15]=3[N:14]=2)=[CH:6][CH:5]=1)([O-:3])=[O:2]. The yield is 0.851. The catalyst is CN(C=O)C. The reactants are [N+:1]([C:4]1[CH:13]=[CH:12][C:7](/[CH:8]=[CH:9]/[CH2:10]Cl)=[CH:6][CH:5]=1)([O-:3])=[O:2].[NH2:14][C:15]1[CH:20]=[CH:19][CH:18]=[CH:17][C:16]=1[SH:21].C(=O)([O-])[O-].[Na+].[Na+]. (9) The reactants are Br[C:2]1[CH:7]=[CH:6][C:5]([CH:8]([CH3:17])[CH2:9][NH:10][S:11]([CH:14]([CH3:16])[CH3:15])(=[O:13])=[O:12])=[CH:4][CH:3]=1.B1(B2OC(C)(C)C(C)(C)O2)OC(C)(C)C(C)(C)O1.C(Cl)Cl.C([O-])(=O)C.[K+].Br[C:45]1[CH:46]=[C:47]2[C:51](=[CH:52][CH:53]=1)[NH:50][C:49](=[O:54])[CH2:48]2.C([O-])([O-])=O.[Na+].[Na+]. The catalyst is CN(C=O)C.C1C=CC(P(C2C=CC=CC=2)[C-]2C=CC=C2)=CC=1.C1C=CC(P(C2C=CC=CC=2)[C-]2C=CC=C2)=CC=1.Cl[Pd]Cl.[Fe+2].CCOCC. The product is [CH3:17][CH:8]([C:5]1[CH:6]=[CH:7][C:2]([C:45]2[CH:46]=[C:47]3[C:51](=[CH:52][CH:53]=2)[NH:50][C:49](=[O:54])[CH2:48]3)=[CH:3][CH:4]=1)[CH2:9][NH:10][S:11]([CH:14]([CH3:16])[CH3:15])(=[O:13])=[O:12]. The yield is 0.450.